This data is from NCI-60 drug combinations with 297,098 pairs across 59 cell lines. The task is: Regression. Given two drug SMILES strings and cell line genomic features, predict the synergy score measuring deviation from expected non-interaction effect. (1) Drug 1: C1C(C(OC1N2C=C(C(=O)NC2=O)F)CO)O. Drug 2: B(C(CC(C)C)NC(=O)C(CC1=CC=CC=C1)NC(=O)C2=NC=CN=C2)(O)O. Cell line: UACC62. Synergy scores: CSS=48.4, Synergy_ZIP=-3.71, Synergy_Bliss=-2.58, Synergy_Loewe=-4.66, Synergy_HSA=0.840. (2) Drug 1: C1C(C(OC1N2C=C(C(=O)NC2=O)F)CO)O. Drug 2: CS(=O)(=O)CCNCC1=CC=C(O1)C2=CC3=C(C=C2)N=CN=C3NC4=CC(=C(C=C4)OCC5=CC(=CC=C5)F)Cl. Cell line: OVCAR3. Synergy scores: CSS=13.3, Synergy_ZIP=-3.55, Synergy_Bliss=0.443, Synergy_Loewe=-3.56, Synergy_HSA=-3.84. (3) Drug 1: C1=CC(=C2C(=C1NCCNCCO)C(=O)C3=C(C=CC(=C3C2=O)O)O)NCCNCCO. Drug 2: CNC(=O)C1=NC=CC(=C1)OC2=CC=C(C=C2)NC(=O)NC3=CC(=C(C=C3)Cl)C(F)(F)F. Cell line: HCC-2998. Synergy scores: CSS=44.1, Synergy_ZIP=3.29, Synergy_Bliss=3.47, Synergy_Loewe=1.13, Synergy_HSA=2.47. (4) Drug 1: CC=C1C(=O)NC(C(=O)OC2CC(=O)NC(C(=O)NC(CSSCCC=C2)C(=O)N1)C(C)C)C(C)C. Cell line: A498. Drug 2: C1=NC(=NC(=O)N1C2C(C(C(O2)CO)O)O)N. Synergy scores: CSS=63.7, Synergy_ZIP=1.99, Synergy_Bliss=-3.09, Synergy_Loewe=-22.8, Synergy_HSA=-0.181. (5) Drug 1: C1=CC(=CC=C1CCC2=CNC3=C2C(=O)NC(=N3)N)C(=O)NC(CCC(=O)O)C(=O)O. Drug 2: C1C(C(OC1N2C=NC(=NC2=O)N)CO)O. Cell line: HS 578T. Synergy scores: CSS=11.4, Synergy_ZIP=-4.71, Synergy_Bliss=-4.23, Synergy_Loewe=-8.35, Synergy_HSA=-3.35.